From a dataset of Full USPTO retrosynthesis dataset with 1.9M reactions from patents (1976-2016). Predict the reactants needed to synthesize the given product. Given the product [O:21]1[CH2:22][CH:23]=[C:24]([C:27]2[CH:28]=[C:29]([NH:33][C:2]3[C:11]4[C:6](=[CH:7][C:8]([F:13])=[CH:9][C:10]=4[F:12])[N:5]=[C:4]([N:14]4[CH2:19][CH2:18][O:17][CH2:16][CH2:15]4)[C:3]=3[CH3:20])[CH:30]=[N:31][CH:32]=2)[CH2:25][CH2:26]1, predict the reactants needed to synthesize it. The reactants are: Cl[C:2]1[C:11]2[C:6](=[CH:7][C:8]([F:13])=[CH:9][C:10]=2[F:12])[N:5]=[C:4]([N:14]2[CH2:19][CH2:18][O:17][CH2:16][CH2:15]2)[C:3]=1[CH3:20].[O:21]1[CH2:26][CH:25]=[C:24]([C:27]2[CH:28]=[C:29]([NH2:33])[CH:30]=[N:31][CH:32]=2)[CH2:23][CH2:22]1.